From a dataset of Full USPTO retrosynthesis dataset with 1.9M reactions from patents (1976-2016). Predict the reactants needed to synthesize the given product. (1) Given the product [ClH:2].[ClH:1].[Cl:2][C:3]1[CH:8]=[CH:7][C:6]([C@@H:9]([C@@H:28]2[CH2:32][CH2:31][CH2:30][NH:29]2)[C:10]([N:12]2[CH2:13][CH2:14][N:15]([C:18]3[C:23]([CH3:24])=[CH:22][N:21]=[C:20]4[NH:25][N:26]=[CH:27][C:19]=34)[CH2:16][CH2:17]2)=[O:11])=[CH:5][CH:4]=1, predict the reactants needed to synthesize it. The reactants are: [ClH:1].[Cl:2][C:3]1[CH:8]=[CH:7][C:6]([C@@H:9]([C@@H:28]2[CH2:32][CH2:31][CH2:30][N:29]2C(OC(C)(C)C)=O)[C:10]([N:12]2[CH2:17][CH2:16][N:15]([C:18]3[C:23]([CH3:24])=[CH:22][N:21]=[C:20]4[NH:25][N:26]=[CH:27][C:19]=34)[CH2:14][CH2:13]2)=[O:11])=[CH:5][CH:4]=1. (2) Given the product [CH3:31][N:2]([CH3:1])[C:3](=[O:30])[CH2:4][N:5]1[C:14]2[C:9](=[N:10][CH:11]=[C:12]([CH2:15][C:16]3[CH:21]=[CH:20][C:19]([F:22])=[CH:18][CH:17]=3)[CH:13]=2)[C:8]([OH:23])=[C:7]([C:24]([NH:32][C@H:33]([CH3:36])[CH2:34][OH:35])=[O:25])[C:6]1=[O:29], predict the reactants needed to synthesize it. The reactants are: [CH3:1][N:2]([CH3:31])[C:3](=[O:30])[CH2:4][N:5]1[C:14]2[C:9](=[N:10][CH:11]=[C:12]([CH2:15][C:16]3[CH:21]=[CH:20][C:19]([F:22])=[CH:18][CH:17]=3)[CH:13]=2)[C:8]([OH:23])=[C:7]([C:24](OCC)=[O:25])[C:6]1=[O:29].[NH2:32][C@H:33]([CH3:36])[CH2:34][OH:35]. (3) The reactants are: C(OC([N:8]1[CH2:13][CH2:12][CH2:11][C@H:10]([C:14]([OH:16])=[O:15])[CH2:9]1)=O)(C)(C)C.[ClH:17]. Given the product [ClH:17].[NH:8]1[CH2:13][CH2:12][CH2:11][C@H:10]([C:14]([OH:16])=[O:15])[CH2:9]1, predict the reactants needed to synthesize it. (4) The reactants are: [NH2:1][CH:2]1[CH2:7][CH2:6][N:5]([CH2:8][C:9]2[CH:14]=[CH:13][CH:12]=[CH:11][CH:10]=2)[CH2:4][CH2:3]1.C(N(CC)CC)C.[C:22](O[C:22]([O:24][C:25]([CH3:28])([CH3:27])[CH3:26])=[O:23])([O:24][C:25]([CH3:28])([CH3:27])[CH3:26])=[O:23].O. Given the product [CH2:8]([N:5]1[CH2:6][CH2:7][CH:2]([NH:1][C:22]([O:24][C:25]([CH3:28])([CH3:27])[CH3:26])=[O:23])[CH2:3][CH2:4]1)[C:9]1[CH:14]=[CH:13][CH:12]=[CH:11][CH:10]=1, predict the reactants needed to synthesize it. (5) Given the product [Cl:1][C:2]1[CH:16]=[CH:15][C:5]([CH2:6][S:7][C:8]2[C:12]([CH3:13])=[N:11][N:10]([C:28]3[N:27]=[C:26]([C:24]4[CH:23]=[CH:22][CH:21]=[CH:20][N:25]=4)[CH:31]=[CH:30][CH:29]=3)[C:9]=2[CH3:14])=[CH:4][CH:3]=1, predict the reactants needed to synthesize it. The reactants are: [Cl:1][C:2]1[CH:16]=[CH:15][C:5]([CH2:6][S:7][C:8]2[C:9]([CH3:14])=[N:10][NH:11][C:12]=2[CH3:13])=[CH:4][CH:3]=1.[H-].[Na+].Br[C:20]1[N:25]=[C:24]([C:26]2[CH:31]=[CH:30][CH:29]=[CH:28][N:27]=2)[CH:23]=[CH:22][CH:21]=1.O. (6) Given the product [CH:1]([C:4]1[C:5]([S:13]([C:16]2[CH:17]=[CH:18][C:19]([OH:22])=[CH:20][CH:21]=2)(=[O:15])=[O:14])=[C:6]2[N:11]([CH:12]=1)[CH:10]=[CH:9][CH:8]=[CH:7]2)([CH3:3])[CH3:2], predict the reactants needed to synthesize it. The reactants are: [CH:1]([C:4]1[C:5]([S:13]([C:16]2[CH:21]=[CH:20][C:19]([O:22]S(C3C=CC(C)=CC=3)(=O)=O)=[CH:18][CH:17]=2)(=[O:15])=[O:14])=[C:6]2[N:11]([CH:12]=1)[CH:10]=[CH:9][CH:8]=[CH:7]2)([CH3:3])[CH3:2].C(O)C.O.[OH-].[Na+]. (7) Given the product [F:8][C:9]1[C:10]([C:25]([NH:27][CH3:28])=[O:26])=[CH:11][C:12]2[NH:16][C:15](=[O:17])[N:14]([CH:18]3[CH2:19][CH2:20][N:21]([CH2:30][C:31]([CH:33]4[CH2:34][CH2:35][C:36]([O:40][CH3:41])([CH3:39])[CH2:37][CH2:38]4)=[O:32])[CH2:22][CH2:23]3)[C:13]=2[CH:24]=1, predict the reactants needed to synthesize it. The reactants are: FC(F)(F)C([O-])=O.[F:8][C:9]1[C:10]([C:25]([NH:27][CH3:28])=[O:26])=[CH:11][C:12]2[NH:16][C:15](=[O:17])[N:14]([CH:18]3[CH2:23][CH2:22][NH2+:21][CH2:20][CH2:19]3)[C:13]=2[CH:24]=1.Cl[CH2:30][C:31]([CH:33]1[CH2:38][CH2:37][C:36]([O:40][CH3:41])([CH3:39])[CH2:35][CH2:34]1)=[O:32]. (8) Given the product [Cl:19][CH2:20][CH2:21][NH:22][C:23]([NH:11][CH:6]1[C:7]2[C:3](=[C:2]([F:1])[CH:10]=[CH:9][CH:8]=2)[CH2:4][CH2:5]1)=[O:24], predict the reactants needed to synthesize it. The reactants are: [F:1][C:2]1[CH:10]=[CH:9][CH:8]=[C:7]2[C:3]=1[CH2:4][CH2:5][CH:6]2[NH2:11].C(N(CC)CC)C.[Cl:19][CH2:20][CH2:21][N:22]=[C:23]=[O:24].